Dataset: Full USPTO retrosynthesis dataset with 1.9M reactions from patents (1976-2016). Task: Predict the reactants needed to synthesize the given product. Given the product [ClH:54].[ClH:1].[CH2:20]([O:24][C:25]1[CH:32]=[CH:31][CH:30]=[CH:29][C:26]=1[CH2:13][N:4]1[CH2:3][CH2:2][C:7]2([CH2:8][CH2:9][NH:10][CH2:11][CH2:12]2)[CH2:6][CH2:5]1)[CH:21]([CH3:23])[CH3:22], predict the reactants needed to synthesize it. The reactants are: [ClH:1].[CH2:2]1[C:7]2([CH2:12][CH2:11][NH:10][CH2:9][CH2:8]2)[CH2:6][CH2:5][N:4]([C:13](OC(C)(C)C)=O)[CH2:3]1.[CH2:20]([O:24][C:25]1[CH:32]=[CH:31][CH:30]=[CH:29][C:26]=1C=O)[CH:21]([CH3:23])[CH3:22].C(N(CC)CC)C.C(O[BH-](OC(=O)C)OC(=O)C)(=O)C.[Na+].[Cl:54]C(Cl)C.FC(F)(F)C(O)=O.